Predict the reactants needed to synthesize the given product. From a dataset of Full USPTO retrosynthesis dataset with 1.9M reactions from patents (1976-2016). (1) Given the product [N:1]1([C:6]2[CH:13]=[CH:12][C:15]([C:14]([OH:17])=[O:16])=[CH:8][CH:7]=2)[CH:5]=[CH:4][CH:3]=[N:2]1, predict the reactants needed to synthesize it. The reactants are: [N:1]1([C:6]2[CH:13]=[CH:12]C(C#N)=[CH:8][CH:7]=2)[CH:5]=[CH:4][CH:3]=[N:2]1.[CH2:14]([OH:16])[CH3:15].[OH-:17].[Na+]. (2) Given the product [Cl:1][C:2]1[CH:20]=[C:19]([F:21])[C:18]([N:22]2[C:27](=[O:28])[CH:26]=[C:25]([C:29]([F:32])([F:31])[F:30])[N:24]([CH3:33])[C:23]2=[O:34])=[CH:17][C:3]=1[O:4][C:5]1[C:6]([O:11][CH2:12][C:13]([O:15][CH2:16][CH3:35])=[O:14])=[N:7][CH:8]=[CH:9][CH:10]=1, predict the reactants needed to synthesize it. The reactants are: [Cl:1][C:2]1[CH:20]=[C:19]([F:21])[C:18]([N:22]2[C:27](=[O:28])[CH:26]=[C:25]([C:29]([F:32])([F:31])[F:30])[N:24]([CH3:33])[C:23]2=[O:34])=[CH:17][C:3]=1[O:4][C:5]1[C:6]([O:11][CH2:12][C:13]([O:15][CH3:16])=[O:14])=[N:7][CH:8]=[CH:9][CH:10]=1.[C:35](=O)([O-])[O-].[Na+].[Na+]. (3) Given the product [Br:21][C:12]1[C:13]2[C:18](=[CH:17][CH:16]=[C:15]([CH2:19][OH:20])[CH:14]=2)[N:10]([C:8]([O:7][C:3]([CH3:6])([CH3:5])[CH3:4])=[O:9])[N:11]=1, predict the reactants needed to synthesize it. The reactants are: [BH4-].[Na+].[C:3]([O:7][C:8]([N:10]1[C:18]2[C:13](=[CH:14][C:15]([CH:19]=[O:20])=[CH:16][CH:17]=2)[C:12]([Br:21])=[N:11]1)=[O:9])([CH3:6])([CH3:5])[CH3:4].Cl. (4) Given the product [CH2:20]([O:19][C:17]([N:1]1[CH2:9][CH2:8][CH:4]([C:5]([OH:7])=[O:6])[CH2:3][CH2:2]1)=[O:18])[C:21]1[CH:26]=[CH:25][CH:24]=[CH:23][CH:22]=1, predict the reactants needed to synthesize it. The reactants are: [NH:1]1[CH2:9][CH2:8][CH:4]([C:5]([OH:7])=[O:6])[CH2:3][CH2:2]1.C(=O)([O-])[O-].[K+].[K+].Cl[C:17]([O:19][CH2:20][C:21]1[CH:26]=[CH:25][CH:24]=[CH:23][CH:22]=1)=[O:18]. (5) Given the product [CH:1]1([O:7][C:8]2[CH:9]=[CH:10][C:11]([C:14]3[C:15]4=[N:20][S:26](=[O:28])(=[O:27])[CH2:25][CH2:24][N:16]4[CH:17]=[CH:18][N:19]=3)=[CH:12][CH:13]=2)[CH2:2][CH2:3][CH2:4][CH2:5][CH2:6]1, predict the reactants needed to synthesize it. The reactants are: [CH:1]1([O:7][C:8]2[CH:13]=[CH:12][C:11]([C:14]3[C:15]([NH2:20])=[N:16][CH:17]=[CH:18][N:19]=3)=[CH:10][CH:9]=2)[CH2:6][CH2:5][CH2:4][CH2:3][CH2:2]1.[H-].[Na+].Cl[CH2:24][CH2:25][S:26](Cl)(=[O:28])=[O:27].O.